From a dataset of Reaction yield outcomes from USPTO patents with 853,638 reactions. Predict the reaction yield, written as a fraction of the theoretical maximum amount of product (1.0 means a 100% yield; for example, 0.34 means a 34% yield). The reactants are [CH3:1][O:2][CH2:3][O:4][C:5]1[CH:10]=[C:9]([C:11]([CH3:19])([CH3:18])[CH2:12][CH2:13][CH2:14][CH2:15][CH2:16][CH3:17])[CH:8]=[C:7]([O:20][CH2:21][O:22][CH3:23])[CH:6]=1.[Li]CCCC.[B:29](OC)([O:32]C)[O:30]C.Cl. The catalyst is C1COCC1.O. The product is [CH3:23][O:22][CH2:21][O:20][C:7]1[CH:8]=[C:9]([C:11]([CH3:18])([CH3:19])[CH2:12][CH2:13][CH2:14][CH2:15][CH2:16][CH3:17])[CH:10]=[C:5]([O:4][CH2:3][O:2][CH3:1])[C:6]=1[B:29]([OH:32])[OH:30]. The yield is 0.810.